Dataset: Catalyst prediction with 721,799 reactions and 888 catalyst types from USPTO. Task: Predict which catalyst facilitates the given reaction. Reactant: [CH2:1]([C:3]1[CH:12]=[C:11]2[C:6]([CH2:7][CH2:8][CH2:9][C:10]2=O)=[C:5]([F:14])[CH:4]=1)[CH3:2].CN(C)[CH:17]=[O:18].P(Br)(Br)[Br:21]. Product: [Br:21][C:10]1[C:11]2[C:6](=[C:5]([F:14])[CH:4]=[C:3]([CH2:1][CH3:2])[CH:12]=2)[CH2:7][CH2:8][C:9]=1[CH:17]=[O:18]. The catalyst class is: 22.